Dataset: Reaction yield outcomes from USPTO patents with 853,638 reactions. Task: Predict the reaction yield, written as a fraction of the theoretical maximum amount of product (1.0 means a 100% yield; for example, 0.34 means a 34% yield). (1) The reactants are [O:1]1[C:5]2[CH:6]=[CH:7][C:8]([C:10]3([C:13]([OH:15])=O)[CH2:12][CH2:11]3)=[CH:9][C:4]=2[O:3][CH2:2]1.S(Cl)(Cl)=O.CN(C)C=O.[Br:25][C:26]1[CH:27]=[CH:28][C:29]([NH2:32])=[N:30][CH:31]=1. The catalyst is N1C=CC=CC=1. The product is [O:1]1[C:5]2[CH:6]=[CH:7][C:8]([C:10]3([C:13]([NH:32][C:29]4[CH:28]=[CH:27][C:26]([Br:25])=[CH:31][N:30]=4)=[O:15])[CH2:11][CH2:12]3)=[CH:9][C:4]=2[O:3][CH2:2]1. The yield is 0.830. (2) The reactants are [C:1](#[N:8])[C:2]1[CH:7]=[CH:6][CH:5]=[CH:4][CH:3]=1.[NH2:9][OH:10]. The catalyst is CCO. The product is [OH:10][N:9]=[C:1]([NH2:8])[C:2]1[CH:7]=[CH:6][CH:5]=[CH:4][CH:3]=1. The yield is 1.00. (3) The reactants are [CH:1]1(Br)[CH2:5][CH2:4][CH2:3][CH2:2]1.[OH:7][C:8]1[CH:9]=[C:10]([C:14]2([C:31]3[CH:36]=[CH:35][N:34]=[CH:33][CH:32]=3)[C:22]3[C:17](=[N:18][CH:19]=[CH:20][CH:21]=3)[C:16]([NH:23]C(=O)OC(C)(C)C)=[N:15]2)[CH:11]=[CH:12][CH:13]=1.C(=O)([O-])[O-].[Cs+].[Cs+]. The catalyst is CN(C=O)C. The product is [CH:1]1([O:7][C:8]2[CH:9]=[C:10]([C:14]3([C:31]4[CH:36]=[CH:35][N:34]=[CH:33][CH:32]=4)[C:22]4[C:17](=[N:18][CH:19]=[CH:20][CH:21]=4)[C:16]([NH2:23])=[N:15]3)[CH:11]=[CH:12][CH:13]=2)[CH2:5][CH2:4][CH2:3][CH2:2]1. The yield is 0.320. (4) The reactants are [C:1]([CH2:3][CH2:4][C:5]([CH2:16][CH2:17][C:18]#[N:19])([C:11]([O:13]CC)=[O:12])[C:6]([O:8]CC)=[O:7])#[N:2].C[N+](C)(C)C.[OH-].Cl. No catalyst specified. The product is [C:18]([CH2:17][CH2:16][C:5]([CH2:4][CH2:3][C:1]#[N:2])([C:11]([OH:13])=[O:12])[C:6]([OH:8])=[O:7])#[N:19]. The yield is 0.158.